Dataset: Full USPTO retrosynthesis dataset with 1.9M reactions from patents (1976-2016). Task: Predict the reactants needed to synthesize the given product. Given the product [CH2:19]([N:23]1[C:24]2[CH:29]=[C:28]([O:30][CH2:31][CH2:32][N:33]3[CH2:37][CH2:36][CH2:35][CH2:34]3)[CH:27]=[CH:26][C:25]=2[N:38]=[C:15]1[C:14]1[CH:17]=[CH:18][C:11]([O:10][CH2:9][CH2:8][C:5]2[CH:6]=[CH:7][C:2]([Cl:1])=[CH:3][CH:4]=2)=[CH:12][CH:13]=1)[CH2:20][CH2:21][CH3:22], predict the reactants needed to synthesize it. The reactants are: [Cl:1][C:2]1[CH:7]=[CH:6][C:5]([CH2:8][CH2:9][O:10][C:11]2[CH:18]=[CH:17][C:14]([CH:15]=O)=[CH:13][CH:12]=2)=[CH:4][CH:3]=1.[CH2:19]([NH:23][C:24]1[C:25]([NH2:38])=[CH:26][CH:27]=[C:28]([O:30][CH2:31][CH2:32][N:33]2[CH2:37][CH2:36][CH2:35][CH2:34]2)[CH:29]=1)[CH2:20][CH2:21][CH3:22].